The task is: Predict the reactants needed to synthesize the given product.. This data is from Full USPTO retrosynthesis dataset with 1.9M reactions from patents (1976-2016). (1) Given the product [CH2:1]([O:3][C:4](=[O:15])[CH2:5][CH2:6][CH2:7][C:8]([C:9](=[O:11])[CH3:10])([CH3:16])[C:12](=[O:14])[CH3:13])[CH3:2], predict the reactants needed to synthesize it. The reactants are: [CH2:1]([O:3][C:4](=[O:15])[CH2:5][CH2:6][CH2:7][CH:8]([C:12](=[O:14])[CH3:13])[C:9](=[O:11])[CH3:10])[CH3:2].[C:16](=O)([O-])[O-].[K+].[K+].IC. (2) The reactants are: Cl.Cl.[CH2:3]([N:10]1[C:19]2[C:14](=[CH:15][C:16]([Cl:20])=[CH:17][CH:18]=2)[CH2:13][CH:12]([NH2:21])[CH2:11]1)[C:4]1[CH:9]=[CH:8][CH:7]=[CH:6][CH:5]=1.CN1CCOCC1.[C:29]1([S:35](Cl)(=[O:37])=[O:36])[CH:34]=[CH:33][CH:32]=[CH:31][CH:30]=1.C(O)C(N)(CO)CO. Given the product [CH2:3]([N:10]1[C:19]2[C:14](=[CH:15][C:16]([Cl:20])=[CH:17][CH:18]=2)[CH2:13][CH:12]([NH:21][S:35]([C:29]2[CH:34]=[CH:33][CH:32]=[CH:31][CH:30]=2)(=[O:37])=[O:36])[CH2:11]1)[C:4]1[CH:9]=[CH:8][CH:7]=[CH:6][CH:5]=1, predict the reactants needed to synthesize it. (3) Given the product [OH:5][CH2:4][CH2:3][N:2]([CH3:1])[C:6]1[CH:11]=[CH:10][C:9]([C:17]2[N:26]=[C:25]([NH:27][CH2:28][C@H:29]3[O:34][CH2:33][CH2:32][N:31]([C:35]([O:37][C:38]([CH3:41])([CH3:40])[CH3:39])=[O:36])[CH2:30]3)[C:24]3[C:19](=[N:20][CH:21]=[CH:22][N:23]=3)[CH:18]=2)=[CH:8][CH:7]=1, predict the reactants needed to synthesize it. The reactants are: [CH3:1][N:2]([C:6]1[CH:11]=[CH:10][C:9]([Sn](C)(C)C)=[CH:8][CH:7]=1)[CH2:3][CH2:4][OH:5].Cl[C:17]1[N:26]=[C:25]([NH:27][CH2:28][C@H:29]2[O:34][CH2:33][CH2:32][N:31]([C:35]([O:37][C:38]([CH3:41])([CH3:40])[CH3:39])=[O:36])[CH2:30]2)[C:24]2[C:19](=[N:20][CH:21]=[CH:22][N:23]=2)[CH:18]=1. (4) The reactants are: [NH2:1][C@@H:2]1[CH2:6][CH2:5][N:4]([C:7]([O:9][C:10]([CH3:13])([CH3:12])[CH3:11])=[O:8])[CH2:3]1.[CH:14]1([C:17](O)=[O:18])[CH2:16][CH2:15]1. Given the product [CH:14]1([C:17]([NH:1][C@@H:2]2[CH2:6][CH2:5][N:4]([C:7]([O:9][C:10]([CH3:13])([CH3:12])[CH3:11])=[O:8])[CH2:3]2)=[O:18])[CH2:16][CH2:15]1, predict the reactants needed to synthesize it. (5) Given the product [C:1]1([CH:11]([C:13]2[C:22]3[C:17](=[CH:18][CH:19]=[CH:20][CH:21]=3)[CH:16]=[CH:15][CH:14]=2)[NH:26][CH:23]([CH3:25])[CH3:24])[C:10]2[C:5](=[CH:6][CH:7]=[CH:8][CH:9]=2)[CH:4]=[CH:3][CH:2]=1, predict the reactants needed to synthesize it. The reactants are: [C:1]1([C:11]([C:13]2[C:22]3[C:17](=[CH:18][CH:19]=[CH:20][CH:21]=3)[CH:16]=[CH:15][CH:14]=2)=O)[C:10]2[C:5](=[CH:6][CH:7]=[CH:8][CH:9]=2)[CH:4]=[CH:3][CH:2]=1.[CH:23]([NH2:26])([CH3:25])[CH3:24].[OH-].[Na+]. (6) Given the product [CH3:19][N:20]([CH3:22])/[CH:21]=[C:9]1\[C:8](=[O:13])[CH:7]([C:1]2[CH:6]=[CH:5][CH:4]=[CH:3][CH:2]=2)[CH2:12][CH2:11][CH2:10]\1, predict the reactants needed to synthesize it. The reactants are: [C:1]1([CH:7]2[CH2:12][CH2:11][CH2:10][CH2:9][C:8]2=[O:13])[CH:6]=[CH:5][CH:4]=[CH:3][CH:2]=1.C(O[CH:19](N(C)C)[N:20]([CH3:22])[CH3:21])(C)(C)C.